This data is from Forward reaction prediction with 1.9M reactions from USPTO patents (1976-2016). The task is: Predict the product of the given reaction. (1) Given the reactants [CH3:1][O:2][CH:3]([O:6][CH3:7])[CH:4]=O.[CH:8]1([NH2:14])[CH2:13][CH2:12][CH2:11][CH2:10][CH2:9]1, predict the reaction product. The product is: [CH3:1][O:2][CH:3]([O:6][CH3:7])[CH2:4][NH:14][CH:8]1[CH2:13][CH2:12][CH2:11][CH2:10][CH2:9]1. (2) Given the reactants [CH3:1][O:2][C:3](=[O:14])[C:4]([Cl:13])([Cl:12])[CH2:5][NH:6][CH:7]1[CH2:11][CH2:10][CH2:9][CH2:8]1.[Cl:15][C:16]1[N:21]=[C:20](Cl)[C:19]([N+:23]([O-:25])=[O:24])=[CH:18][N:17]=1.C(=O)(O)[O-].[Na+], predict the reaction product. The product is: [CH3:1][O:2][C:3](=[O:14])[C:4]([Cl:12])([Cl:13])[CH2:5][N:6]([C:18]1[C:19]([N+:23]([O-:25])=[O:24])=[CH:20][N:21]=[C:16]([Cl:15])[N:17]=1)[CH:7]1[CH2:8][CH2:9][CH2:10][CH2:11]1. (3) Given the reactants I[C@H:2]1[CH2:19][CH2:18][C@@:17]2([CH3:20])[C:4](=[CH:5][CH2:6][C@@H:7]3[C@@H:16]2[CH2:15][CH2:14][C@@:12]2([CH3:13])[C@H:8]3[CH2:9][CH2:10][C:11]2=[O:21])[CH2:3]1.C(O)(=[O:24])C, predict the reaction product. The product is: [CH3:20][C@@:17]12[C@H:16]3[CH2:15][CH2:14][C@:12]4([CH3:13])[C:11](=[O:21])[CH2:10][CH2:9][C@H:8]4[C@@H:7]3[CH2:6][CH2:5][C@H:4]1[CH2:3][C@@H:2]([OH:24])[CH2:19][CH2:18]2. (4) Given the reactants Br[C:2]1[C:10]2[C:5](=[CH:6][CH:7]=[C:8]([N+:11]([O-:13])=[O:12])[CH:9]=2)[N:4]([C:14]([O:16][C:17]([CH3:20])([CH3:19])[CH3:18])=[O:15])[N:3]=1.[F-:21].[K+].O, predict the reaction product. The product is: [F:21][C:5]1[CH:6]=[C:7]([C:2]2[C:10]3[C:5](=[CH:6][CH:7]=[C:8]([N+:11]([O-:13])=[O:12])[CH:9]=3)[N:4]([C:14]([O:16][C:17]([CH3:20])([CH3:19])[CH3:18])=[O:15])[N:3]=2)[CH:8]=[CH:9][CH:10]=1. (5) Given the reactants [C:1]([C:4]1[CH:5]=[C:6]([F:31])[C:7]([N:15]2[CH2:23][C@@H:22]3[C@@H:17]([N:18](C(OC(C)(C)C)=O)[CH2:19][CH2:20][CH2:21]3)[CH2:16]2)=[C:8]2[C:12]=1[NH:11][C:10]([CH3:13])=[C:9]2[CH3:14])(=[O:3])[NH2:2].C(O)(C(F)(F)F)=O, predict the reaction product. The product is: [F:31][C:6]1[C:7]([N:15]2[CH2:23][C@@H:22]3[C@@H:17]([NH:18][CH2:19][CH2:20][CH2:21]3)[CH2:16]2)=[C:8]2[C:12](=[C:4]([C:1]([NH2:2])=[O:3])[CH:5]=1)[NH:11][C:10]([CH3:13])=[C:9]2[CH3:14]. (6) Given the reactants [CH3:1][C:2]1[O:6][N:5]=[C:4]([C:7]2[CH:12]=[CH:11][CH:10]=[CH:9][N:8]=2)[C:3]=1[CH2:13][O:14][C:15]1[CH:16]=[CH:17][C:18]([C:21]([OH:23])=O)=[N:19][CH:20]=1.[CH2:24]([NH2:26])[CH3:25], predict the reaction product. The product is: [CH2:24]([NH:26][C:21]([C:18]1[CH:17]=[CH:16][C:15]([O:14][CH2:13][C:3]2[C:4]([C:7]3[CH:12]=[CH:11][CH:10]=[CH:9][N:8]=3)=[N:5][O:6][C:2]=2[CH3:1])=[CH:20][N:19]=1)=[O:23])[CH3:25]. (7) The product is: [CH:51]([C:43]1[CH:44]=[CH:45][CH:46]=[C:47]([CH:48]([CH3:50])[CH3:49])[C:42]=1[N:38]1[CH:39]=[CH:40][N:41]=[C:37]1[C:33]1[CH:32]=[C:31]([CH:36]=[CH:35][CH:34]=1)[N:7]([C:1]1[CH:6]=[CH:5][CH:4]=[CH:3][CH:2]=1)[C:8]1[CH:13]=[CH:12][CH:11]=[C:10]([C:14]2[CH:23]=[CH:22][C:21]3[C:16](=[CH:17][CH:18]=[CH:19][CH:20]=3)[N:15]=2)[CH:9]=1)([CH3:53])[CH3:52]. Given the reactants [C:1]1([NH:7][C:8]2[CH:13]=[CH:12][CH:11]=[C:10]([C:14]3[CH:23]=[CH:22][C:21]4[C:16](=[CH:17][CH:18]=[CH:19][CH:20]=4)[N:15]=3)[CH:9]=2)[CH:6]=[CH:5][CH:4]=[CH:3][CH:2]=1.CC(C)([O-])C.[Na+].Br[C:31]1[CH:32]=[C:33]([C:37]2[N:38]([C:42]3[C:47]([CH:48]([CH3:50])[CH3:49])=[CH:46][CH:45]=[CH:44][C:43]=3[CH:51]([CH3:53])[CH3:52])[CH:39]=[CH:40][N:41]=2)[CH:34]=[CH:35][CH:36]=1.C1(P(C2CCCCC2)C2C=CC=CC=2C2C(OC)=CC=CC=2OC)CCCCC1, predict the reaction product.